This data is from Plasma protein binding rate (PPBR) regression data from AstraZeneca. The task is: Regression/Classification. Given a drug SMILES string, predict its absorption, distribution, metabolism, or excretion properties. Task type varies by dataset: regression for continuous measurements (e.g., permeability, clearance, half-life) or binary classification for categorical outcomes (e.g., BBB penetration, CYP inhibition). For this dataset (ppbr_az), we predict Y. The compound is COc1cc(C2(c3cccc(-c4cncnc4)c3)N=C(N)c3c(F)cccc32)ccn1. The Y is 95.3 %.